This data is from Catalyst prediction with 721,799 reactions and 888 catalyst types from USPTO. The task is: Predict which catalyst facilitates the given reaction. (1) Reactant: [NH:1]1[CH2:6][CH2:5][O:4][CH2:3][CH2:2]1.C(=O)([O-])[O-].[Na+].[Na+].Cl[C:14]1[N:19]=[C:18]([O:20][C:21]2[CH:48]=[CH:47][CH:46]=[CH:45][C:22]=2[CH2:23][NH:24][C:25]([NH:27][C:28]2[N:32]([C:33]3[CH:38]=[CH:37][C:36]([CH2:39][CH3:40])=[CH:35][CH:34]=3)[N:31]=[C:30]([C:41]([CH3:44])([CH3:43])[CH3:42])[CH:29]=2)=[O:26])[CH:17]=[CH:16][N:15]=1. Product: [O:4]1[CH2:5][CH2:6][N:1]([C:14]2[N:19]=[C:18]([O:20][C:21]3[CH:48]=[CH:47][CH:46]=[CH:45][C:22]=3[CH2:23][NH:24][C:25]([NH:27][C:28]3[N:32]([C:33]4[CH:38]=[CH:37][C:36]([CH2:39][CH3:40])=[CH:35][CH:34]=4)[N:31]=[C:30]([C:41]([CH3:42])([CH3:44])[CH3:43])[CH:29]=3)=[O:26])[CH:17]=[CH:16][N:15]=2)[CH2:2][CH2:3]1. The catalyst class is: 8. (2) Reactant: [C:9](O[C:9]([O:11][C:12]([CH3:15])([CH3:14])[CH3:13])=[O:10])([O:11][C:12]([CH3:15])([CH3:14])[CH3:13])=[O:10].[CH2:16]([O:18][C:19](=[O:35])[CH:20]([N:26](CC1C=CC=CC=1)[CH3:27])[C:21]([O:23][CH2:24][CH3:25])=[O:22])[CH3:17].[H][H]. Product: [CH2:24]([O:23][C:21](=[O:22])[CH:20]([N:26]([C:9]([O:11][C:12]([CH3:13])([CH3:14])[CH3:15])=[O:10])[CH3:27])[C:19]([O:18][CH2:16][CH3:17])=[O:35])[CH3:25]. The catalyst class is: 63. (3) Reactant: [F:1][C:2]([F:27])([F:26])[O:3][C:4]1[CH:9]=[CH:8][C:7]([N:10]2[C:14]3[CH:15]=[CH:16][C:17]4[CH:22]=[C:21]([C:23](O)=[O:24])[CH:20]=[CH:19][C:18]=4[C:13]=3[N:12]=[CH:11]2)=[CH:6][CH:5]=1.C1(P([N:42]=[N+:43]=[N-:44])(C2C=CC=CC=2)=O)C=CC=CC=1.C(N(CC)CC)C. Product: [F:27][C:2]([F:26])([F:1])[O:3][C:4]1[CH:9]=[CH:8][C:7]([N:10]2[C:14]3[CH:15]=[CH:16][C:17]4[CH:22]=[C:21]([C:23]([N:42]=[N+:43]=[N-:44])=[O:24])[CH:20]=[CH:19][C:18]=4[C:13]=3[N:12]=[CH:11]2)=[CH:6][CH:5]=1. The catalyst class is: 32. (4) Reactant: Cl.[Br:2][C:3]1[CH:15]=[CH:14][C:6]([CH2:7][CH:8]2[CH2:13][CH2:12][NH:11][CH2:10][CH2:9]2)=[CH:5][C:4]=1[O:16][CH2:17][CH2:18][O:19]C.B(Br)(Br)Br.CO. Product: [Br:2][C:3]1[CH:15]=[CH:14][C:6]([CH2:7][CH:8]2[CH2:13][CH2:12][NH:11][CH2:10][CH2:9]2)=[CH:5][C:4]=1[O:16][CH2:17][CH2:18][OH:19]. The catalyst class is: 4. (5) Reactant: [F:1][CH2:2][CH:3]1[CH2:7][C:6]2([CH2:12][CH2:11][N:10](C(OC(C)(C)C)=O)[CH2:9][CH2:8]2)[C:5](=[O:20])[N:4]1[C:21]1[CH2:22][O:23][C:24](=[O:26])[CH:25]=1.FC(F)(F)C(O)=O. Product: [F:1][CH2:2][CH:3]1[CH2:7][C:6]2([CH2:12][CH2:11][NH:10][CH2:9][CH2:8]2)[C:5](=[O:20])[N:4]1[C:21]1[CH2:22][O:23][C:24](=[O:26])[CH:25]=1. The catalyst class is: 4. (6) Reactant: [CH:1]1([CH2:7][N:8]2[C:15]([NH2:16])=[C:14]([NH2:17])[C:12](=[O:13])[N:11]([CH2:18][CH:19]3[CH2:24][CH2:23][CH2:22][CH2:21][CH2:20]3)[C:9]2=[O:10])[CH2:6][CH2:5][CH2:4][CH2:3][CH2:2]1.C[O:26][C:27]([C:29]1[CH:30]=[CH:31][C:32]([C:35](O)=O)=[N:33][CH:34]=1)=[O:28].C(N(C(C)C)CC)(C)C. Product: [CH:19]1([CH2:18][N:11]2[C:12](=[O:13])[C:14]3[N:17]=[C:35]([C:32]4[CH:31]=[CH:30][C:29]([C:27]([OH:28])=[O:26])=[CH:34][N:33]=4)[NH:16][C:15]=3[N:8]([CH2:7][CH:1]3[CH2:2][CH2:3][CH2:4][CH2:5][CH2:6]3)[C:9]2=[O:10])[CH2:24][CH2:23][CH2:22][CH2:21][CH2:20]1. The catalyst class is: 4.